Dataset: Full USPTO retrosynthesis dataset with 1.9M reactions from patents (1976-2016). Task: Predict the reactants needed to synthesize the given product. The reactants are: [F:1][C:2]1[CH:3]=[C:4]([NH2:12])[C:5](=[CH:9][C:10]=1[F:11])[C:6]([OH:8])=[O:7].C(O)(=O)C.C(O[C:20]1(O[Si](C)(C)C)[CH2:22][CH2:21]1)C.C([BH3-])#N.[Na+]. Given the product [CH:20]1([NH:12][C:4]2[CH:3]=[C:2]([F:1])[C:10]([F:11])=[CH:9][C:5]=2[C:6]([OH:8])=[O:7])[CH2:22][CH2:21]1, predict the reactants needed to synthesize it.